This data is from Reaction yield outcomes from USPTO patents with 853,638 reactions. The task is: Predict the reaction yield, written as a fraction of the theoretical maximum amount of product (1.0 means a 100% yield; for example, 0.34 means a 34% yield). The reactants are Br[C:2]1[CH:7]=[C:6]([CH2:8][S:9]([CH3:12])(=[O:11])=[O:10])[C:5]([F:13])=[CH:4][C:3]=1[O:14][CH3:15].[CH3:16][N:17]1[CH:26]=[C:25](B2OC(C)(C)C(C)(C)O2)[C:24]2[C:19](=[CH:20][CH:21]=[C:22]([C:36]3[CH:37]=[N:38][N:39]([CH3:41])[CH:40]=3)[CH:23]=2)[C:18]1=[O:42].[O-]P([O-])([O-])=O.[K+].[K+].[K+]. The catalyst is O1CCOCC1.C1C=CC(P(C2C=CC=CC=2)[C-]2C=CC=C2)=CC=1.C1C=CC(P(C2C=CC=CC=2)[C-]2C=CC=C2)=CC=1.Cl[Pd]Cl.[Fe+2]. The product is [F:13][C:5]1[C:6]([CH2:8][S:9]([CH3:12])(=[O:11])=[O:10])=[CH:7][C:2]([C:25]2[C:24]3[C:19](=[CH:20][CH:21]=[C:22]([C:36]4[CH:37]=[N:38][N:39]([CH3:41])[CH:40]=4)[CH:23]=3)[C:18](=[O:42])[N:17]([CH3:16])[CH:26]=2)=[C:3]([O:14][CH3:15])[CH:4]=1. The yield is 0.180.